Dataset: Full USPTO retrosynthesis dataset with 1.9M reactions from patents (1976-2016). Task: Predict the reactants needed to synthesize the given product. Given the product [F:1][C:2]([F:15])([F:14])[C:3]1[C:5]2[C:6](=[CH:10][CH:11]=[CH:12][CH:13]=2)[C:7](=[O:8])[NH:18][N:17]=1, predict the reactants needed to synthesize it. The reactants are: [F:1][C:2]([F:15])([F:14])[C:3]([C:5]1[CH:13]=[CH:12][CH:11]=[CH:10][C:6]=1[C:7](O)=[O:8])=O.O.[NH2:17][NH2:18].